Dataset: Experimental lipophilicity measurements (octanol/water distribution) for 4,200 compounds from AstraZeneca. Task: Regression/Classification. Given a drug SMILES string, predict its absorption, distribution, metabolism, or excretion properties. Task type varies by dataset: regression for continuous measurements (e.g., permeability, clearance, half-life) or binary classification for categorical outcomes (e.g., BBB penetration, CYP inhibition). For this dataset (lipophilicity_astrazeneca), we predict Y. (1) The compound is Cc1ccc2c(c1)c(Sc1ccc(Cl)cc1)c(C)n2CC(=O)O. The Y is 2.18 logD. (2) The drug is CC(=O)N1CCOc2cc(COc3ccccc3)cnc21. The Y is 2.80 logD. (3) The drug is O=C(NO)C1COC(c2ccc(F)c(C(F)(F)F)c2)=N1. The Y is 1.53 logD. (4) The molecule is O=c1cc(O)oc2c1c(=O)n(-c1ccccc1)c1ccccc21. The Y is 0.960 logD. (5) The drug is COc1ccc2nc3ccccc3c(N)c2c1. The Y is 1.00 logD.